This data is from Peptide-MHC class I binding affinity with 185,985 pairs from IEDB/IMGT. The task is: Regression. Given a peptide amino acid sequence and an MHC pseudo amino acid sequence, predict their binding affinity value. This is MHC class I binding data. (1) The peptide sequence is FPDGKPFTL. The MHC is HLA-A29:02 with pseudo-sequence HLA-A29:02. The binding affinity (normalized) is 0.0847. (2) The peptide sequence is PSYQLPLPM. The MHC is HLA-A24:03 with pseudo-sequence HLA-A24:03. The binding affinity (normalized) is 0.0847. (3) The peptide sequence is QVPLRPMTSK. The MHC is HLA-A31:01 with pseudo-sequence HLA-A31:01. The binding affinity (normalized) is 0.167. (4) The peptide sequence is ATPYDINQMT. The MHC is Mamu-A01 with pseudo-sequence Mamu-A01. The binding affinity (normalized) is 0.573. (5) The peptide sequence is RAFWGQVQK. The MHC is HLA-B57:01 with pseudo-sequence HLA-B57:01. The binding affinity (normalized) is 0.0847.